This data is from Full USPTO retrosynthesis dataset with 1.9M reactions from patents (1976-2016). The task is: Predict the reactants needed to synthesize the given product. (1) Given the product [C:20]([O:23][C@@H:24]1[C@H:28]([CH2:29][CH2:30][CH2:31][CH2:32][CH2:33][CH2:34][C:35]([O:37][CH3:38])=[O:36])[C@@H:27](/[CH:39]=[CH:4]/[C:3](=[O:11])[C:2]([F:1])([F:16])[CH2:12][CH2:13][CH2:14][CH3:15])[C@H:26]([O:41][CH:42]2[CH2:47][CH2:46][CH2:45][CH2:44][O:43]2)[CH2:25]1)(=[O:22])[CH3:21], predict the reactants needed to synthesize it. The reactants are: [F:1][C:2]([F:16])([CH2:12][CH2:13][CH2:14][CH3:15])[C:3](=[O:11])[CH2:4]P(=O)(OC)OC.O.[OH-].[Li+].[C:20]([O:23][C@@H:24]1[C@H:28]([CH2:29][CH2:30][CH2:31][CH2:32][CH2:33][CH2:34][C:35]([O:37][CH3:38])=[O:36])[C@@H:27]([CH:39]=O)[C@H:26]([O:41][CH:42]2[CH2:47][CH2:46][CH2:45][CH2:44][O:43]2)[CH2:25]1)(=[O:22])[CH3:21].O. (2) Given the product [Cl:1][C:2]1[CH:3]=[C:4]2[C:8](=[CH:9][CH:10]=1)[NH:7][CH:6]=[C:5]2[CH2:11][CH2:12][NH:13][C:14](=[O:23])[C:15]1[CH:20]=[CH:19][C:18]([CH2:21][C:30]2[CH:29]=[CH:28][CH:27]=[C:26]([C:24]#[N:25])[CH:31]=2)=[CH:17][CH:16]=1, predict the reactants needed to synthesize it. The reactants are: [Cl:1][C:2]1[CH:3]=[C:4]2[C:8](=[CH:9][CH:10]=1)[NH:7][CH:6]=[C:5]2[CH2:11][CH2:12][NH:13][C:14](=[O:23])[C:15]1[CH:20]=[CH:19][C:18]([CH2:21]Cl)=[CH:17][CH:16]=1.[C:24]([C:26]1[CH:27]=[C:28](B(O)O)[CH:29]=[CH:30][CH:31]=1)#[N:25].C(=O)([O-])[O-].[Na+].[Na+].[I-].[Na+]. (3) Given the product [Cl:1][C:2]1[CH:7]=[CH:6][C:5]([S:8]([N:11]2[CH:16]3[CH2:17][CH2:18][CH2:19][CH:12]2[C:13]2[CH:21]=[N:23][C:24]4[N:25]([C:14]=2[CH2:15]3)[N:26]=[CH:27][N:28]=4)(=[O:10])=[O:9])=[CH:4][CH:3]=1, predict the reactants needed to synthesize it. The reactants are: [Cl:1][C:2]1[CH:7]=[CH:6][C:5]([S:8]([N:11]2[CH:16]3[CH2:17][CH2:18][CH2:19][CH:12]2[C:13](=[CH:21]O)[C:14](=O)[CH2:15]3)(=[O:10])=[O:9])=[CH:4][CH:3]=1.[NH2:23][C:24]1[N:28]=[CH:27][NH:26][N:25]=1.